Dataset: Full USPTO retrosynthesis dataset with 1.9M reactions from patents (1976-2016). Task: Predict the reactants needed to synthesize the given product. (1) The reactants are: [C:1]([O:5][C:6]([NH:8][CH2:9][CH2:10][NH:11][C@H:12]1[CH2:17][CH2:16][C@H:15]([C:18]([O:20][CH3:21])=[O:19])[CH2:14][CH2:13]1)=[O:7])([CH3:4])([CH3:3])[CH3:2].C(N(CC)CC)C.[Cl:29][CH2:30][C:31](Cl)=[O:32].C(=O)([O-])O.[Na+]. Given the product [C:1]([O:5][C:6]([NH:8][CH2:9][CH2:10][N:11]([C:31](=[O:32])[CH2:30][Cl:29])[C@H:12]1[CH2:17][CH2:16][C@H:15]([C:18]([O:20][CH3:21])=[O:19])[CH2:14][CH2:13]1)=[O:7])([CH3:4])([CH3:3])[CH3:2], predict the reactants needed to synthesize it. (2) Given the product [OH:22][CH2:21][N:12]1[C:8]2[N:9]=[CH:10][N:11]=[C:6]([O:5][C:4]3[CH:3]=[C:2]([NH:1][C:35](=[O:38])[CH:36]=[CH2:37])[CH:25]=[CH:24][CH:23]=3)[C:7]=2[C:14]([C:15]2[CH:16]=[N:17][CH:18]=[CH:19][CH:20]=2)=[CH:13]1, predict the reactants needed to synthesize it. The reactants are: [NH2:1][C:2]1[CH:3]=[C:4]([CH:23]=[CH:24][CH:25]=1)[O:5][C:6]1[C:7]2[C:14]([C:15]3[CH:16]=[N:17][CH:18]=[CH:19][CH:20]=3)=[CH:13][N:12]([CH2:21][OH:22])[C:8]=2[N:9]=[CH:10][N:11]=1.CCN(C(C)C)C(C)C.[C:35](Cl)(=[O:38])[CH:36]=[CH2:37]. (3) The reactants are: Br[C:2]1[C:3]([N:22]2[CH2:27][CH2:26][CH2:25][CH:24]([OH:28])[CH2:23]2)=[N:4][CH:5]=[C:6]([CH:21]=1)[C:7]([NH:9][C:10]1[CH:15]=[CH:14][C:13]([O:16][C:17]([F:20])([F:19])[F:18])=[CH:12][CH:11]=1)=[O:8].[N:29]1[CH:34]=[CH:33][CH:32]=[C:31](B(O)O)[CH:30]=1. Given the product [OH:28][CH:24]1[CH2:25][CH2:26][CH2:27][N:22]([C:3]2[C:2]([C:31]3[CH:30]=[N:29][CH:34]=[CH:33][CH:32]=3)=[CH:21][C:6]([C:7]([NH:9][C:10]3[CH:15]=[CH:14][C:13]([O:16][C:17]([F:20])([F:19])[F:18])=[CH:12][CH:11]=3)=[O:8])=[CH:5][N:4]=2)[CH2:23]1, predict the reactants needed to synthesize it. (4) Given the product [CH2:27]([N:9]1[C:10]2[CH:11]=[CH:12][C:4]([N+:1]([O-:3])=[O:2])=[CH:5][C:6]=2[CH:7]2[CH2:16][N:15]([CH:17]3[CH2:22][CH2:21][O:20][CH2:19][CH2:18]3)[CH2:14][CH2:13][CH:8]12)[CH:26]=[CH2:25], predict the reactants needed to synthesize it. The reactants are: [N+:1]([C:4]1[CH:12]=[CH:11][C:10]2[NH:9][CH:8]3[CH2:13][CH2:14][N:15]([CH:17]4[CH2:22][CH2:21][O:20][CH2:19][CH2:18]4)[CH2:16][CH:7]3[C:6]=2[CH:5]=1)([O-:3])=[O:2].[H-].[Na+].[CH2:25](Br)[CH:26]=[CH2:27]. (5) Given the product [CH3:7][C:5]1[S:4][C:3]([C:8]2[CH:9]=[CH:10][N:32]=[C:30]([NH:29][C:26]3[CH:27]=[CH:28][C:23]([NH:22][C:19](=[O:21])[CH3:20])=[CH:24][CH:25]=3)[N:31]=2)=[C:2]([CH3:1])[N:6]=1, predict the reactants needed to synthesize it. The reactants are: [CH3:1][C:2]1[N:6]=[C:5]([CH3:7])[S:4][C:3]=1/[CH:8]=[CH:9]/[C:10](N(C)C)=O.[N+]([O-])(O)=O.[C:19]([NH:22][C:23]1[CH:28]=[CH:27][C:26]([NH:29][C:30]([NH2:32])=[NH:31])=[CH:25][CH:24]=1)(=[O:21])[CH3:20]. (6) The reactants are: CC1(C)C(C)(C)OB([C:9]2[CH:14]=[CH:13][C:12]([C:15]3([C:18]([N:20]4[CH2:24][CH2:23][C@@:22]5([C:28]6[CH:29]=[CH:30][CH:31]=[CH:32][C:27]=6[C:26](=[O:33])[O:25]5)[CH2:21]4)=[O:19])[CH2:17][CH2:16]3)=[CH:11][CH:10]=2)O1.O1CCOCC1.Br[C:42]1[CH:43]=[CH:44][C:45]([F:48])=[N:46][CH:47]=1.C(P(C(C)(C)C)C(C)(C)C)(C)(C)C.[F-].[K+]. Given the product [F:48][C:45]1[N:46]=[CH:47][C:42]([C:9]2[CH:14]=[CH:13][C:12]([C:15]3([C:18]([N:20]4[CH2:24][CH2:23][C@@:22]5([C:28]6[CH:29]=[CH:30][CH:31]=[CH:32][C:27]=6[C:26](=[O:33])[O:25]5)[CH2:21]4)=[O:19])[CH2:17][CH2:16]3)=[CH:11][CH:10]=2)=[CH:43][CH:44]=1, predict the reactants needed to synthesize it.